Dataset: Experimentally validated miRNA-target interactions with 360,000+ pairs, plus equal number of negative samples. Task: Binary Classification. Given a miRNA mature sequence and a target amino acid sequence, predict their likelihood of interaction. (1) The miRNA is hsa-miR-7110-3p with sequence UCUCUCUCCCACUUCCCUGCAG. The protein sequence of the target gene is MFQAFPGDYDSGSRCSSSPSAESQYLSSVDSFGSPPTAAASQECAGLGEMPGSFVPTVTAITTSQDLQWLVQPTLISSMAQSQGQPLASQPPVVDPYDMPGTSYSTPGMSGYSSGGASGSGGPSTSGTTSGPGPARPARARPRRPREETLTPEEEEKRRVRRERNKLAAAKCRNRRRELTDRLQAETDQLEEEKAELESEIAELQKEKERLEFVLVAHKPGCKIPYEEGPGPGPLAEVRDLPGSAPAKEDGFSWLLPPPPPPPLPFQTSQDAPPNLTASLFTHSEVQVLGDPFPVVNPSY.... Result: 0 (no interaction). (2) Result: 0 (no interaction). The miRNA is mmu-miR-547-3p with sequence CUUGGUACAUCUUUGAGUGAG. The protein sequence of the target gene is MAHATPPSALEQGGPIRVEHDRQRRQFSVRLNGCHDRAVLLYEYVGKRIVDLQHTEVPDAYRGRGIAKHLAKAALDFVVEEDLKAHLTCWYIQKYVKENPLPQYLERLQP.